Dataset: Full USPTO retrosynthesis dataset with 1.9M reactions from patents (1976-2016). Task: Predict the reactants needed to synthesize the given product. (1) Given the product [CH3:4][O:5][C:6]([C:8]1[N:9]=[N:10][C:11]([Cl:15])=[CH:12][C:13]=1[O:18][CH3:17])=[O:7], predict the reactants needed to synthesize it. The reactants are: C[O-].[Na+].[CH3:4][O:5][C:6]([C:8]1[N:9]=[N:10][C:11]([Cl:15])=[CH:12][C:13]=1Cl)=[O:7].Cl.[C:17]([O-])(O)=[O:18].[Na+]. (2) Given the product [Cl:82][C:22]1[C:23]2[C:24](=[N:25][CH:26]=[C:27]([NH:29][C:30](=[O:46])[C:31]3[C:36]([F:37])=[CH:35][CH:34]=[C:33]([NH:38][S:39]([CH2:42][CH2:43][CH3:44])(=[O:40])=[O:41])[C:32]=3[F:45])[CH:28]=2)[NH:47][C:21]=1[C:17]1[CH:18]=[CH:19][CH:20]=[C:15]([Cl:14])[CH:16]=1, predict the reactants needed to synthesize it. The reactants are: BrN1C(=O)CCC1=O.CN(C=O)C.[Cl:14][C:15]1[CH:16]=[C:17]([C:21]2[NH:47][C:24]3=[N:25][CH:26]=[C:27]([NH:29][C:30](=[O:46])[C:31]4[C:36]([F:37])=[CH:35][CH:34]=[C:33]([NH:38][S:39]([CH2:42][CH2:43][CH3:44])(=[O:41])=[O:40])[C:32]=4[F:45])[CH:28]=[C:23]3[CH:22]=2)[CH:18]=[CH:19][CH:20]=1.FC1C(NS(CCC)(=O)=O)=CC=C(F)C=1C(NC1C=C2C=C(C3C=CC=CC=3)NC2=NC=1)=O.C(Cl)(Cl)[Cl:82].